From a dataset of Forward reaction prediction with 1.9M reactions from USPTO patents (1976-2016). Predict the product of the given reaction. Given the reactants [CH3:1][NH:2][CH2:3][CH2:4][CH2:5][CH2:6][C:7]([OH:9])=[O:8].C(=O)([O-])[O-].[K+].[K+].Cl[C:17]([O:19][CH3:20])=[O:18].Cl, predict the reaction product. The product is: [CH3:20][O:19][C:17]([N:2]([CH3:1])[CH2:3][CH2:4][CH2:5][CH2:6][C:7]([OH:9])=[O:8])=[O:18].